Dataset: Forward reaction prediction with 1.9M reactions from USPTO patents (1976-2016). Task: Predict the product of the given reaction. (1) Given the reactants [CH3:1][C:2]([C:9]1[CH:22]=[CH:21][C:12]([O:13][CH2:14][C@H:15]2[O:19][C:18]([NH2:20])=[N:17][CH2:16]2)=[CH:11][CH:10]=1)([CH3:8])[CH2:3][C:4]([CH3:7])([CH3:6])[CH3:5].C([O:25][C:26](=O)[C:27]#[C:28][CH3:29])C, predict the reaction product. The product is: [CH3:29][C:28]1[N:17]2[CH2:16][C@@H:15]([CH2:14][O:13][C:12]3[CH:21]=[CH:22][C:9]([C:2]([CH3:1])([CH3:8])[CH2:3][C:4]([CH3:5])([CH3:6])[CH3:7])=[CH:10][CH:11]=3)[O:19][C:18]2=[N:20][C:26](=[O:25])[CH:27]=1. (2) The product is: [CH2:26]([N:8]1[C:9]2[C:4](=[CH:3][C:2]([Br:1])=[CH:11][CH:10]=2)[N:5]=[CH:6][C:7]1=[O:12])[C:27]1[CH:32]=[CH:31][CH:30]=[CH:29][CH:28]=1. Given the reactants [Br:1][C:2]1[CH:3]=[C:4]2[C:9](=[CH:10][CH:11]=1)[NH:8][C:7](=[O:12])[CH:6]=[N:5]2.C(=O)([O-])[O-].[K+].[K+].O.C(OCC)(=O)C.[CH2:26](Br)[C:27]1[CH:32]=[CH:31][CH:30]=[CH:29][CH:28]=1, predict the reaction product. (3) Given the reactants C([O:3][C:4](=[O:28])[CH2:5][O:6][C:7]1[CH:12]=[CH:11][C:10]([CH2:13][CH2:14][CH2:15][O:16]S(C2C=CC(C)=CC=2)(=O)=O)=[CH:9][C:8]=1[CH3:27])C.[Cl:29][C:30]1[CH:35]=[CH:34][C:33](O)=[C:32]([O:37][C:38]2[CH:43]=[CH:42][CH:41]=[CH:40][CH:39]=2)[CH:31]=1, predict the reaction product. The product is: [Cl:29][C:30]1[CH:35]=[CH:34][C:33]([O:16][CH2:15][CH2:14][CH2:13][C:10]2[CH:11]=[CH:12][C:7]([O:6][CH2:5][C:4]([OH:3])=[O:28])=[C:8]([CH3:27])[CH:9]=2)=[C:32]([O:37][C:38]2[CH:39]=[CH:40][CH:41]=[CH:42][CH:43]=2)[CH:31]=1. (4) Given the reactants [O:1]1[C:5]2[CH:6]=[C:7]([OH:10])[CH:8]=[CH:9][C:4]=2[CH2:3][CH2:2]1.BrC1C=C(O)C=CC=1.[C:19]1([CH:25]([C:41]2[CH:46]=[CH:45][CH:44]=[CH:43][CH:42]=2)[N:26]2[C:34]3[CH:33]=[C:32]4[O:35][CH2:36][CH2:37][O:38][C:31]4=[CH:30][C:29]=3[C:28](=[O:39])[C:27]2=[O:40])[CH:24]=[CH:23][CH:22]=[CH:21][CH:20]=1.FC(F)(F)C1OC(CN2C3C(=CC=CC=3)C(=O)C2=O)=CC=1, predict the reaction product. The product is: [C:41]1([CH:25]([C:19]2[CH:24]=[CH:23][CH:22]=[CH:21][CH:20]=2)[N:26]2[C:34]3[CH:33]=[C:32]4[O:35][CH2:36][CH2:37][O:38][C:31]4=[CH:30][C:29]=3[C:28]([OH:39])([C:8]3[C:7]([OH:10])=[CH:6][C:5]4[O:1][CH2:2][CH2:3][C:4]=4[CH:9]=3)[C:27]2=[O:40])[CH:42]=[CH:43][CH:44]=[CH:45][CH:46]=1. (5) Given the reactants [CH3:1][C@:2]12[C:8]([CH3:10])([CH3:9])[C@H:5]([CH2:6][CH2:7]1)[CH:4]=[C:3]2[C:11]1[CH:20]=[CH:19][C:14]([C:15]([O:17][CH3:18])=[O:16])=[CH:13][CH:12]=1, predict the reaction product. The product is: [CH3:1][C@:2]12[C:8]([CH3:9])([CH3:10])[C@H:5]([CH2:6][CH2:7]1)[CH2:4][CH:3]2[C:11]1[CH:12]=[CH:13][C:14]([C:15]([O:17][CH3:18])=[O:16])=[CH:19][CH:20]=1. (6) Given the reactants Cl.Cl.[CH2:3]([O:5][C:6](=[O:12])[CH2:7][NH:8][CH2:9][CH2:10][NH2:11])[CH3:4].[Cl:13][C:14]1[CH:15]=[CH:16][C:17]2[S:21][C:20]([S:22](Cl)(=[O:24])=[O:23])=[N:19][C:18]=2[CH:26]=1, predict the reaction product. The product is: [CH2:3]([O:5][C:6](=[O:12])[CH2:7][NH:8][CH2:9][CH2:10][NH:11][S:22]([C:20]1[S:21][C:17]2[CH:16]=[CH:15][C:14]([Cl:13])=[CH:26][C:18]=2[N:19]=1)(=[O:24])=[O:23])[CH3:4]. (7) Given the reactants FC(F)(F)C1C=C(NC(=O)NC2C=CC(C3SC(CCC(OC)=O)=NC=3)=CC=2)C=CC=1.[N+:32]([C:35]1[CH:40]=[CH:39][C:38]([C:41]2[CH:45]=[CH:44][N:43]([CH:46]3[CH2:51][CH2:50][CH:49]([C:52]([O:54][CH2:55][CH3:56])=[O:53])[CH2:48][CH2:47]3)[N:42]=2)=[CH:37][CH:36]=1)([O-])=O.[F:57][C:58]1[CH:63]=[C:62]([F:64])[CH:61]=[CH:60][C:59]=1[N:65]=[C:66]=[O:67], predict the reaction product. The product is: [F:57][C:58]1[CH:63]=[C:62]([F:64])[CH:61]=[CH:60][C:59]=1[NH:65][C:66](=[O:67])[NH:32][C:35]1[CH:40]=[CH:39][C:38]([C:41]2[CH:45]=[CH:44][N:43]([CH:46]3[CH2:51][CH2:50][CH:49]([C:52]([O:54][CH2:55][CH3:56])=[O:53])[CH2:48][CH2:47]3)[N:42]=2)=[CH:37][CH:36]=1. (8) Given the reactants [OH:1][C:2]1[C:9]([OH:10])=[CH:8][C:5]([C:6]#[N:7])=[C:4]([CH:11]=[CH2:12])[C:3]=1[C:13]#[N:14], predict the reaction product. The product is: [CH2:11]([C:4]1[C:3]([C:13]#[N:14])=[C:2]([OH:1])[C:9]([OH:10])=[CH:8][C:5]=1[C:6]#[N:7])[CH3:12]. (9) Given the reactants [F:1][C:2]1[CH:7]=[CH:6][C:5]([C:8]2[CH:13]=[C:12]([C:14]([F:17])([F:16])[F:15])[N:11]=[C:10]([N:18]3[CH:22]=[C:21](I)[N:20]=[CH:19]3)[N:9]=2)=[CH:4][CH:3]=1.[Cl-].[Li+].C([Mg]Cl)(C)C.[CH2:31]([Sn:35](Cl)([CH2:40][CH2:41][CH2:42][CH3:43])[CH2:36][CH2:37][CH2:38][CH3:39])[CH2:32][CH2:33][CH3:34].[Cl-].[NH4+], predict the reaction product. The product is: [F:1][C:2]1[CH:7]=[CH:6][C:5]([C:8]2[CH:13]=[C:12]([C:14]([F:17])([F:16])[F:15])[N:11]=[C:10]([N:18]3[CH:22]=[C:21]([Sn:35]([CH2:36][CH2:37][CH2:38][CH3:39])([CH2:40][CH2:41][CH2:42][CH3:43])[CH2:31][CH2:32][CH2:33][CH3:34])[N:20]=[CH:19]3)[N:9]=2)=[CH:4][CH:3]=1.